This data is from Forward reaction prediction with 1.9M reactions from USPTO patents (1976-2016). The task is: Predict the product of the given reaction. (1) The product is: [Br:1][C:2]1[CH:7]=[CH:6][C:5]([O:8][CH3:9])=[CH:4][C:3]=1[NH:10][CH:21]=[C:15]1[C:16](=[O:18])[O:17][C:12]([CH3:20])([CH3:11])[O:13][C:14]1=[O:19]. Given the reactants [Br:1][C:2]1[CH:7]=[CH:6][C:5]([O:8][CH3:9])=[CH:4][C:3]=1[NH2:10].[CH3:11][C:12]1([CH3:20])[O:17][C:16](=[O:18])[CH2:15][C:14](=[O:19])[O:13]1.[CH:21](OCC)(OCC)OCC, predict the reaction product. (2) Given the reactants [OH-].[K+].Cl.[C:4]([NH2:12])(=[NH:11])[C:5]1[CH:10]=[CH:9][CH:8]=[CH:7][CH:6]=1.[Br:13][C:14]1[CH:19]=[CH:18][CH:17]=[CH:16][C:15]=1[CH:20]=[CH:21][C:22]([C:24]1[CH:29]=[CH:28][CH:27]=[CH:26][CH:25]=1)=O, predict the reaction product. The product is: [Br:13][C:14]1[CH:19]=[CH:18][CH:17]=[CH:16][C:15]=1[C:20]1[CH:21]=[C:22]([C:24]2[CH:25]=[CH:26][CH:27]=[CH:28][CH:29]=2)[N:12]=[C:4]([C:5]2[CH:10]=[CH:9][CH:8]=[CH:7][CH:6]=2)[N:11]=1.